Predict the reactants needed to synthesize the given product. From a dataset of Full USPTO retrosynthesis dataset with 1.9M reactions from patents (1976-2016). Given the product [NH2:8][C:7]([NH2:21])=[NH:6].[Cl:1][C:2]1[CH:3]=[C:4]([CH:29]=[CH:30][C:31]=1[F:32])[CH2:5][N:6](/[C:7](/[NH:21][C:22]1[CH:27]=[CH:26][CH:25]=[C:24]([OH:28])[N:23]=1)=[N:8]/[C:9](=[O:20])[C:10]1[CH:15]=[CH:14][C:13]([C:16]([F:19])([F:17])[F:18])=[CH:12][CH:11]=1)[C:33](=[O:35])[CH3:34], predict the reactants needed to synthesize it. The reactants are: [Cl:1][C:2]1[CH:3]=[C:4]([CH:29]=[CH:30][C:31]=1[F:32])[CH2:5][NH:6]/[C:7](/[NH:21][C:22]1[CH:27]=[CH:26][CH:25]=[C:24]([OH:28])[N:23]=1)=[N:8]/[C:9](=[O:20])[C:10]1[CH:15]=[CH:14][C:13]([C:16]([F:19])([F:18])[F:17])=[CH:12][CH:11]=1.[C:33](OC(=O)C)(=[O:35])[CH3:34].[NH4+].[Cl-].